Predict which catalyst facilitates the given reaction. From a dataset of Catalyst prediction with 721,799 reactions and 888 catalyst types from USPTO. (1) Product: [CH3:1][N:2]([CH2:15][C:16]1[S:17][CH:18]=[C:19]([CH3:21])[N:20]=1)[C:3](=[O:4])[C:5]1[CH:6]=[C:7]([CH:12]=[CH:13][CH:14]=1)[C:8]([OH:10])=[O:9]. Reactant: [CH3:1][N:2]([CH2:15][C:16]1[S:17][CH:18]=[C:19]([CH3:21])[N:20]=1)[C:3]([C:5]1[CH:6]=[C:7]([CH:12]=[CH:13][CH:14]=1)[C:8]([O:10]C)=[O:9])=[O:4].O[Li].O. The catalyst class is: 20. (2) Reactant: [OH-:1].[Na+:2].[F:3][C:4]([F:13])([S:9](F)(=[O:11])=[O:10])[C:5]([O:7]C)=[O:6]. Product: [F:3][C:4]([F:13])([S:9]([OH:1])(=[O:11])=[O:10])[C:5]([O-:7])=[O:6].[Na+:2]. The catalyst class is: 6. (3) Reactant: [H-].[Na+].[NH:3]1[CH2:8][CH2:7][CH2:6][CH2:5][C@@H:4]1[CH2:9][OH:10].F[C:12]1[CH:21]=[CH:20][CH:19]=[C:18]2[C:13]=1[C:14]([NH:22][C:23]1[CH:24]=[C:25]3[C:29](=[CH:30][CH:31]=1)[N:28]([CH2:32][C:33]1[CH:38]=[CH:37][CH:36]=[CH:35][N:34]=1)[CH:27]=[CH:26]3)=[N:15][CH:16]=[N:17]2. Product: [NH:3]1[CH2:8][CH2:7][CH2:6][CH2:5][C@@H:4]1[CH2:9][O:10][C:12]1[CH:21]=[CH:20][CH:19]=[C:18]2[C:13]=1[C:14]([NH:22][C:23]1[CH:24]=[C:25]3[C:29](=[CH:30][CH:31]=1)[N:28]([CH2:32][C:33]1[CH:38]=[CH:37][CH:36]=[CH:35][N:34]=1)[CH:27]=[CH:26]3)=[N:15][CH:16]=[N:17]2. The catalyst class is: 1. (4) Reactant: [CH2:1]([O:3][C:4]([C:6]1[N:7]=[C:8]([C:25]#[N:26])[C:9]2[C:14]([C:15]=1[OH:16])=[CH:13][CH:12]=[C:11]([O:17]CC1C=CC=CC=1)[CH:10]=2)=[O:5])[CH3:2].C([O-])=O.[NH4+]. Product: [CH2:1]([O:3][C:4]([C:6]1[N:7]=[C:8]([C:25]#[N:26])[C:9]2[C:14]([C:15]=1[OH:16])=[CH:13][CH:12]=[C:11]([OH:17])[CH:10]=2)=[O:5])[CH3:2]. The catalyst class is: 591. (5) Reactant: [OH:1][C:2]1[N:7]=[CH:6][C:5]([NH:8][C:9](=[O:20])[C:10]2[CH:15]=[CH:14][C:13]([C:16]([F:19])([F:18])[F:17])=[CH:12][CH:11]=2)=[CH:4][CH:3]=1.[CH3:21][N:22]([C:26]1[CH:31]=[CH:30][CH:29]=[CH:28][CH:27]=1)[C:23](Cl)=[O:24].N12CCN(CC1)CC2. Product: [F:18][C:16]([F:19])([F:17])[C:13]1[CH:12]=[CH:11][C:10]([C:9]([NH:8][C:5]2[CH:4]=[CH:3][C:2]([O:1][C:23](=[O:24])[N:22]([CH3:21])[C:26]3[CH:31]=[CH:30][CH:29]=[CH:28][CH:27]=3)=[N:7][CH:6]=2)=[O:20])=[CH:15][CH:14]=1. The catalyst class is: 9. (6) Reactant: [Br:1][C:2]1[S:6][C:5]([C:7](OCC)=[O:8])=[N:4][C:3]=1[CH2:12][CH:13]1[CH2:18][CH2:17][CH2:16][CH2:15][CH2:14]1.O.[NH2:20][NH2:21]. Product: [Br:1][C:2]1[S:6][C:5]([C:7]([NH:20][NH2:21])=[O:8])=[N:4][C:3]=1[CH2:12][CH:13]1[CH2:18][CH2:17][CH2:16][CH2:15][CH2:14]1. The catalyst class is: 14. (7) Reactant: [C:1]1([C@H:7]([NH2:9])[CH3:8])[CH:6]=[CH:5][CH:4]=[CH:3][CH:2]=1.C[Al](C)C.[F:14][C:15]1([F:22])[CH2:21][CH2:20][CH2:19][CH:18]2[CH:16]1[O:17]2.[F-].[Na+]. Product: [F:14][C:15]1([F:22])[CH2:21][CH2:20][CH2:19][C@H:18]([NH:9][C@@H:7]([C:1]2[CH:6]=[CH:5][CH:4]=[CH:3][CH:2]=2)[CH3:8])[C@H:16]1[OH:17]. The catalyst class is: 4. (8) Reactant: Cl[C:2]1[N:7]=[C:6]([C:8]2[S:12][C:11]([C:13]3[CH:18]=[CH:17][C:16]([OH:19])=[CH:15][CH:14]=3)=[N:10][C:9]=2[C:20]2[CH:21]=[C:22]([NH:26][C:27](=[O:36])[C:28]3[C:33]([F:34])=[CH:32][CH:31]=[CH:30][C:29]=3[F:35])[CH:23]=[CH:24][CH:25]=2)[CH:5]=[CH:4][N:3]=1.CC(O)C.[Cl:41][C:42]1[CH:43]=[C:44]([NH2:54])[CH:45]=[CH:46][C:47]=1[O:48][CH2:49][CH2:50][N:51]([CH3:53])[CH3:52].Cl. Product: [Cl:41][C:42]1[CH:43]=[C:44]([NH:54][C:2]2[N:7]=[C:6]([C:8]3[S:12][C:11]([C:13]4[CH:14]=[CH:15][C:16]([OH:19])=[CH:17][CH:18]=4)=[N:10][C:9]=3[C:20]3[CH:21]=[C:22]([NH:26][C:27](=[O:36])[C:28]4[C:33]([F:34])=[CH:32][CH:31]=[CH:30][C:29]=4[F:35])[CH:23]=[CH:24][CH:25]=3)[CH:5]=[CH:4][N:3]=2)[CH:45]=[CH:46][C:47]=1[O:48][CH2:49][CH2:50][N:51]([CH3:52])[CH3:53]. The catalyst class is: 12.